This data is from Full USPTO retrosynthesis dataset with 1.9M reactions from patents (1976-2016). The task is: Predict the reactants needed to synthesize the given product. (1) Given the product [S:25]1[CH:26]=[CH:27][CH:28]=[C:24]1[C:8]1[N:13]=[CH:12][C:11]([C:14]#[N:15])=[CH:10][CH:9]=1, predict the reactants needed to synthesize it. The reactants are: C(=O)([O-])[O-].[Na+].[Na+].Cl[C:8]1[N:13]=[CH:12][C:11]([C:14]#[N:15])=[CH:10][CH:9]=1.CC1(C)C(C)(C)OB([C:24]2[S:25][CH:26]=[CH:27][CH:28]=2)O1. (2) Given the product [NH2:8][C:7]1[C:6]2[CH2:9][CH2:10][CH:18]([C:16]([OH:22])=[O:17])[CH2:12][C:5]=2[CH:4]=[CH:3][N:2]=1, predict the reactants needed to synthesize it. The reactants are: C[N:2](C)/[CH:3]=[CH:4]/[C:5]1[CH:12]=C(C#N)[CH:10]=[CH:9][C:6]=1[C:7]#[N:8].[C:16]([OH:22])([C:18](F)(F)F)=[O:17].[H][H]. (3) The reactants are: Br[C:2]1[CH:23]=[CH:22][C:5]2[C:6]3[N:7]=[C:8]([C:14]4[N:15]([CH:19]([CH3:21])[CH3:20])[N:16]=[CH:17][N:18]=4)[S:9][C:10]=3[CH2:11][CH2:12][O:13][C:4]=2[CH:3]=1.CC1(C)C(C)(C)OB([C:32]2[CH:33]=[N:34][N:35]([CH2:37][C:38]([O:40][CH2:41][CH3:42])=[O:39])[CH:36]=2)O1. Given the product [CH2:41]([O:40][C:38](=[O:39])[CH2:37][N:35]1[CH:36]=[C:32]([C:2]2[CH:23]=[CH:22][C:5]3[C:6]4[N:7]=[C:8]([C:14]5[N:15]([CH:19]([CH3:21])[CH3:20])[N:16]=[CH:17][N:18]=5)[S:9][C:10]=4[CH2:11][CH2:12][O:13][C:4]=3[CH:3]=2)[CH:33]=[N:34]1)[CH3:42], predict the reactants needed to synthesize it. (4) Given the product [C:18]([O:21][CH2:9][C:6]1[C:5]([NH:10][C:11]([O:12][C:13]([CH3:16])([CH3:15])[CH3:14])=[O:17])=[CH:4][CH:3]=[C:2]([Cl:1])[N:7]=1)(=[O:20])[CH3:19], predict the reactants needed to synthesize it. The reactants are: [Cl:1][C:2]1[N+:7]([O-])=[C:6]([CH3:9])[C:5]([NH:10][C:11](=[O:17])[O:12][C:13]([CH3:16])([CH3:15])[CH3:14])=[CH:4][CH:3]=1.[C:18]([O:21]C(=O)C)(=[O:20])[CH3:19]. (5) The reactants are: CO[C:3](=[O:17])[C:4]1[C:9]([C:10]([F:13])([F:12])[F:11])=[CH:8][C:7]([F:14])=[CH:6][C:5]=1[CH2:15]Br.[F:18][C:19]1[CH:20]=[C:21]([CH:24]=[CH:25][C:26]=1[CH3:27])[CH2:22][NH2:23].C([O-])([O-])=O.[K+].[K+].C(OCC)(=O)C. Given the product [F:14][C:7]1[CH:6]=[C:5]2[C:4](=[C:9]([C:10]([F:11])([F:12])[F:13])[CH:8]=1)[C:3](=[O:17])[N:23]([CH2:22][C:21]1[CH:24]=[CH:25][C:26]([CH3:27])=[C:19]([F:18])[CH:20]=1)[CH2:15]2, predict the reactants needed to synthesize it. (6) Given the product [C:1]([O:5][C:6](=[O:20])[NH:7][CH2:8][CH2:9][O:10][C:11]1[CH:16]=[CH:15][C:14]([Cl:17])=[CH:13][C:12]=1/[CH:18]=[C:26]1\[C:27](=[O:31])[NH:28][C:29]2[C:25]\1=[CH:24][CH:23]=[C:22]([Cl:21])[CH:30]=2)([CH3:4])([CH3:3])[CH3:2], predict the reactants needed to synthesize it. The reactants are: [C:1]([O:5][C:6](=[O:20])[NH:7][CH2:8][CH2:9][O:10][C:11]1[CH:16]=[CH:15][C:14]([Cl:17])=[CH:13][C:12]=1[CH:18]=O)([CH3:4])([CH3:3])[CH3:2].[Cl:21][C:22]1[CH:30]=[C:29]2[C:25]([CH2:26][C:27](=[O:31])[NH:28]2)=[CH:24][CH:23]=1.N1CCCC1.